From a dataset of Reaction yield outcomes from USPTO patents with 853,638 reactions. Predict the reaction yield, written as a fraction of the theoretical maximum amount of product (1.0 means a 100% yield; for example, 0.34 means a 34% yield). (1) The product is [CH3:1][O:2][C:3]([N:5]1[CH2:6][CH2:7][CH:8]([CH:11]=[O:12])[CH2:9][CH2:10]1)=[O:4]. The catalyst is ClCCl.O. The reactants are [CH3:1][O:2][C:3]([N:5]1[CH2:10][CH2:9][CH:8]([CH2:11][OH:12])[CH2:7][CH2:6]1)=[O:4].C(=O)(O)[O-].[Na+].[Br-].[Na+].Cl[O-].[Na+]. The yield is 0.900. (2) The reactants are [CH3:1][O:2][C:3]1[CH:28]=[CH:27][C:6]([CH2:7][N:8]2[C:12]3=[N:13][CH:14]=[CH:15][C:16]([O:17][C:18]4[CH:23]=[CH:22][C:21]([NH2:24])=[CH:20][C:19]=4[F:25])=[C:11]3[C:10]([CH3:26])=[N:9]2)=[CH:5][CH:4]=1.[O:29]=[C:30]1[CH:34]([C:35](O)=[O:36])[CH2:33][CH2:32][NH:31]1.Cl.C(N=C=NCCCN(C)C)C.N1(O)C2C=CC=CC=2N=N1.C(N(C(C)C)C(C)C)C. The catalyst is C1COCC1. The product is [CH3:1][O:2][C:3]1[CH:4]=[CH:5][C:6]([CH2:7][N:8]2[C:12]3=[N:13][CH:14]=[CH:15][C:16]([O:17][C:18]4[CH:23]=[CH:22][C:21]([NH:24][C:35]([CH:34]5[CH2:33][CH2:32][NH:31][C:30]5=[O:29])=[O:36])=[CH:20][C:19]=4[F:25])=[C:11]3[C:10]([CH3:26])=[N:9]2)=[CH:27][CH:28]=1. The yield is 0.862.